Dataset: Reaction yield outcomes from USPTO patents with 853,638 reactions. Task: Predict the reaction yield, written as a fraction of the theoretical maximum amount of product (1.0 means a 100% yield; for example, 0.34 means a 34% yield). (1) The reactants are [F:1][C:2]1[CH:3]=[C:4]([CH2:17][C:18]([O:20]C)=O)[CH:5]=[CH:6][C:7]=1[B:8]1[O:12][C:11]([CH3:14])([CH3:13])[C:10]([CH3:16])([CH3:15])[O:9]1.[NH3:22]. No catalyst specified. The product is [F:1][C:2]1[CH:3]=[C:4]([CH2:17][C:18]([NH2:22])=[O:20])[CH:5]=[CH:6][C:7]=1[B:8]1[O:12][C:11]([CH3:14])([CH3:13])[C:10]([CH3:16])([CH3:15])[O:9]1. The yield is 0.840. (2) The reactants are [NH2:1][N:2]1[C:7](=[O:8])[C:6]([C:9]2[NH:14][C:13]3[CH:15]=[CH:16][CH:17]=[CH:18][C:12]=3[S:11](=[O:20])(=[O:19])[N:10]=2)=[C:5]([OH:21])[C:4]2[S:22][CH:23]=[CH:24][C:3]1=2.[CH3:25][C:26]1[CH:33]=[CH:32][CH:31]=[CH:30][C:27]=1[CH:28]=O. The catalyst is CN(C)C(=O)C. The product is [O:19]=[S:11]1(=[O:20])[C:12]2[CH:18]=[CH:17][CH:16]=[CH:15][C:13]=2[NH:14][C:9]([C:6]2[C:7](=[O:8])[N:2]([N:1]=[CH:25][C:26]3[CH:33]=[CH:32][CH:31]=[CH:30][C:27]=3[CH3:28])[C:3]3[CH:24]=[CH:23][S:22][C:4]=3[C:5]=2[OH:21])=[N:10]1. The yield is 0.570. (3) The reactants are [CH:1](=O)[C:2]1[CH:7]=[CH:6][CH:5]=[N:4][CH:3]=1.[CH2:9]([NH:16][C:17]([C:19]1[S:23][C:22]([N:24]2[CH2:29][CH2:28][CH2:27][CH2:26][C:25]2=[O:30])=[N:21][C:20]=1[CH3:31])=[O:18])[C:10]1[CH:15]=[CH:14][CH:13]=[CH:12][CH:11]=1. No catalyst specified. The product is [CH2:9]([NH:16][C:17]([C:19]1[S:23][C:22]([N:24]2[CH2:29][CH2:28][CH2:27][C:26](=[CH:1][C:2]3[CH:3]=[N:4][CH:5]=[CH:6][CH:7]=3)[C:25]2=[O:30])=[N:21][C:20]=1[CH3:31])=[O:18])[C:10]1[CH:15]=[CH:14][CH:13]=[CH:12][CH:11]=1. The yield is 0.170. (4) The reactants are [OH:1][C:2]1[CH:3]=[C:4]([CH:9]=[C:10]([O:13][CH3:14])[C:11]=1[OH:12])[C:5]([O:7][CH3:8])=[O:6].[C:15]([O-])([O-])=O.[K+].[K+]. The catalyst is CC(C)=O. The product is [CH3:14][O:13][C:10]1[C:11]2[O:12][CH2:15][O:1][C:2]=2[CH:3]=[C:4]([C:5]([O:7][CH3:8])=[O:6])[CH:9]=1. The yield is 0.800. (5) The reactants are N.P(OCC)(OCC)(O[C:5]1[CH:10]=[CH:9][C:8]([CH3:11])=[CH:7][C:6]=1[C:12]([CH3:15])([CH3:14])[CH3:13])=O.[Li]. The catalyst is CCOCC. The product is [C:12]([C:6]1[CH:5]=[CH:10][CH:9]=[C:8]([CH3:11])[CH:7]=1)([CH3:15])([CH3:14])[CH3:13]. The yield is 0.910. (6) The reactants are [Cl:1][C:2]1[N:7]=[C:6]([NH:8][CH3:9])[C:5]([CH2:10][NH:11][C:12]2[CH:13]=[C:14]([NH:19][C:20](=[O:31])[C:21]3[CH:26]=[CH:25][CH:24]=[C:23]([C:27]([F:30])([F:29])[F:28])[CH:22]=3)[CH:15]=[CH:16][C:17]=2[CH3:18])=[CH:4][N:3]=1.C(N(CC)CC)C.ClC(Cl)([O:42]C(=O)OC(Cl)(Cl)Cl)Cl. The catalyst is C1COCC1. The product is [Cl:1][C:2]1[N:7]=[C:6]2[NH:8][C:9](=[O:42])[N:11]([C:12]3[CH:13]=[C:14]([NH:19][C:20](=[O:31])[C:21]4[CH:26]=[CH:25][CH:24]=[C:23]([C:27]([F:28])([F:29])[F:30])[CH:22]=4)[CH:15]=[CH:16][C:17]=3[CH3:18])[CH2:10][C:5]2=[CH:4][N:3]=1. The yield is 0.710. (7) The catalyst is C(Cl)Cl. The yield is 0.400. The product is [O:23]=[C:20]1[CH2:21][CH2:22][N:17]([C:2]([O:4][C:5]2[CH:10]=[CH:9][CH:8]=[C:7]([C:11]([F:14])([F:13])[F:12])[CH:6]=2)=[O:3])[CH2:18][CH2:19]1. The reactants are Cl[C:2]([O:4][C:5]1[CH:10]=[CH:9][CH:8]=[C:7]([C:11]([F:14])([F:13])[F:12])[CH:6]=1)=[O:3].Cl.O.[NH:17]1[CH2:22][CH2:21][C:20](=[O:23])[CH2:19][CH2:18]1.C(N(CC)C(C)C)(C)C. (8) The reactants are [C:1]([N:9]1[CH2:12][CH:11]([CH2:13][O:14][C:15]2[C:24]([CH:25]3[CH2:27][CH2:26]3)=[CH:23][C:18]([C:19]([O:21]C)=[O:20])=[C:17]([F:28])[CH:16]=2)[CH2:10]1)(=[O:8])[C:2]1[CH:7]=[CH:6][CH:5]=[CH:4][CH:3]=1.[OH-].[Li+]. The catalyst is C1COCC1.O. The product is [C:1]([N:9]1[CH2:10][CH:11]([CH2:13][O:14][C:15]2[C:24]([CH:25]3[CH2:26][CH2:27]3)=[CH:23][C:18]([C:19]([OH:21])=[O:20])=[C:17]([F:28])[CH:16]=2)[CH2:12]1)(=[O:8])[C:2]1[CH:7]=[CH:6][CH:5]=[CH:4][CH:3]=1. The yield is 0.740. (9) The reactants are [NH2:1][C@H:2]1[CH2:7][CH2:6][C@H:5]([C:8]([OH:10])=[O:9])[CH2:4][CH2:3]1.C(=O)([O-])[O-].[K+].[K+].[Cl:17][C:18]1[CH:23]=[C:22](Cl)[C:21]([N+:25]([O-:27])=[O:26])=[CH:20][N:19]=1.O1CCOCC1. The catalyst is O. The product is [ClH:17].[Cl:17][C:18]1[CH:23]=[C:22]([NH:1][C@H:2]2[CH2:7][CH2:6][C@H:5]([C:8]([OH:10])=[O:9])[CH2:4][CH2:3]2)[C:21]([N+:25]([O-:27])=[O:26])=[CH:20][N:19]=1. The yield is 0.748. (10) The reactants are [CH:1]1([CH:7]([NH:20][C:21]2[CH:29]=[CH:28][C:24]([C:25](O)=[O:26])=[CH:23][CH:22]=2)[C:8]2[CH:12]=[C:11]([C:13]3[CH:18]=[CH:17][CH:16]=[CH:15][CH:14]=3)[O:10][C:9]=2[CH3:19])[CH2:6][CH2:5][CH2:4][CH2:3][CH2:2]1.Cl.[OH:31][CH:32]([CH2:37][NH:38][CH3:39])[C:33]([O:35]C)=[O:34].Cl.C(N=C=NCCCN(C)C)C.O.OC1C2N=NNC=2C=CC=1. The catalyst is CN(C)C=O.C(OCC)(=O)C.C(N(CC)CC)C. The product is [CH:1]1([CH:7]([NH:20][C:21]2[CH:22]=[CH:23][C:24]([C:25]([N:38]([CH3:39])[CH2:37][CH:32]([OH:31])[C:33]([OH:35])=[O:34])=[O:26])=[CH:28][CH:29]=2)[C:8]2[CH:12]=[C:11]([C:13]3[CH:18]=[CH:17][CH:16]=[CH:15][CH:14]=3)[O:10][C:9]=2[CH3:19])[CH2:6][CH2:5][CH2:4][CH2:3][CH2:2]1. The yield is 0.690.